Dataset: Catalyst prediction with 721,799 reactions and 888 catalyst types from USPTO. Task: Predict which catalyst facilitates the given reaction. (1) Reactant: [NH2:1][C:2]1[C:3]([CH3:10])=[C:4]([CH:7]=[CH:8][CH:9]=1)[C:5]#[N:6].CO.[Br:13]Br.[O-]S([O-])(=S)=O.[Na+].[Na+]. Product: [NH2:1][C:2]1[C:3]([CH3:10])=[C:4]([C:7]([Br:13])=[CH:8][CH:9]=1)[C:5]#[N:6]. The catalyst class is: 52. (2) The catalyst class is: 162. Reactant: [CH2:1]([O:3][C:4]([C:6]1[CH2:10][C:9](O)([C:11]2[CH:16]=[CH:15][CH:14]=[CH:13][N:12]=2)[N:8]([C:18]2[CH:19]=[N:20][C:21]([O:24][CH3:25])=[CH:22][CH:23]=2)[N:7]=1)=[O:5])[CH3:2].C(O)(=O)C.C(=O)([O-])O.[Na+].O. Product: [CH2:1]([O:3][C:4]([C:6]1[CH:10]=[C:9]([C:11]2[CH:16]=[CH:15][CH:14]=[CH:13][N:12]=2)[N:8]([C:18]2[CH:19]=[N:20][C:21]([O:24][CH3:25])=[CH:22][CH:23]=2)[N:7]=1)=[O:5])[CH3:2]. (3) Reactant: [C:1]([O:5][C:6]([N:8]1[CH2:13][CH2:12][C:11](=[CH:14][S:15](=[O:34])(=[O:33])[NH:16][C:17](=[O:32])[C:18]2[CH:23]=[C:22]([C:24]([F:27])([F:26])[F:25])[CH:21]=[C:20]([C:28]([F:31])([F:30])[F:29])[CH:19]=2)[CH2:10][CH2:9]1)=[O:7])([CH3:4])([CH3:3])[CH3:2]. Product: [C:1]([O:5][C:6]([N:8]1[CH2:13][CH2:12][CH:11]([CH2:14][S:15](=[O:33])(=[O:34])[NH:16][C:17](=[O:32])[C:18]2[CH:23]=[C:22]([C:24]([F:25])([F:26])[F:27])[CH:21]=[C:20]([C:28]([F:29])([F:30])[F:31])[CH:19]=2)[CH2:10][CH2:9]1)=[O:7])([CH3:4])([CH3:2])[CH3:3]. The catalyst class is: 19. (4) Reactant: [Br:1][C:2]1[CH:3]=[N:4][C:5]([N:8]([CH3:19])[C@H:9]2[CH2:14][CH2:13][C@H:12]([C:15]#[C:16][CH2:17][OH:18])[CH2:11][CH2:10]2)=[N:6][CH:7]=1.[CH3:20][S:21](Cl)(=[O:23])=[O:22].N1C=CC=CC=1.O. Product: [Br:1][C:2]1[CH:7]=[N:6][C:5]([N:8]([CH3:19])[C@H:9]2[CH2:10][CH2:11][C@H:12]([C:15]#[C:16][CH2:17][O:18][S:21]([CH3:20])(=[O:23])=[O:22])[CH2:13][CH2:14]2)=[N:4][CH:3]=1. The catalyst class is: 64. (5) The catalyst class is: 2. Product: [F:20][C:21]([F:34])([F:33])[S:22]([O:1][C:2]1[CH:11]=[CH:10][C:9]2[C:8](=[O:12])[CH2:7][CH2:6][CH2:5][C:4]=2[CH:3]=1)(=[O:24])=[O:23]. Reactant: [OH:1][C:2]1[CH:3]=[C:4]2[C:9](=[CH:10][CH:11]=1)[C:8](=[O:12])[CH2:7][CH2:6][CH2:5]2.CCN(CC)CC.[F:20][C:21]([F:34])([F:33])[S:22](O[S:22]([C:21]([F:34])([F:33])[F:20])(=[O:24])=[O:23])(=[O:24])=[O:23].C([O-])(O)=O.[Na+]. (6) Reactant: [NH2:1][CH2:2][CH2:3][O:4][N:5]1[C:13](=[O:14])[C:12]2[C:7](=[CH:8][CH:9]=[CH:10][CH:11]=2)[C:6]1=[O:15].[CH3:16][S:17](Cl)(=[O:19])=[O:18].C(N(CC)CC)C. Product: [O:14]=[C:13]1[C:12]2[C:7](=[CH:8][CH:9]=[CH:10][CH:11]=2)[C:6](=[O:15])[N:5]1[O:4][CH2:3][CH2:2][NH:1][S:17]([CH3:16])(=[O:19])=[O:18]. The catalyst class is: 10. (7) Reactant: [Si]([O:8][CH2:9][C:10]1[CH:11]=[C:12]([C:25]2[CH:26]=[CH:27][C:28]3[C:39]4=[C:40]5[C:31]([CH:32]=[CH:33][CH:34]=[C:35]5[CH:36]=[CH:37][C:38]=24)=[CH:30][CH:29]=3)[CH:13]=[C:14]([CH2:16][O:17][Si](C(C)(C)C)(C)C)[CH:15]=1)(C(C)(C)C)(C)C.[C:41](Cl)([C:58]1[CH:63]=[CH:62][CH:61]=[CH:60][CH:59]=1)([C:50]1[CH:57]=[CH:56][C:53]([O:54][CH3:55])=[CH:52][CH:51]=1)[C:42]1[CH:49]=[CH:48][C:45]([O:46][CH3:47])=[CH:44][CH:43]=1. Product: [OH:8][CH2:9][C:10]1[CH:11]=[C:12]([C:25]2[C:38]3[C:39]4=[C:40]5[C:35](=[CH:36][CH:37]=3)[CH:34]=[CH:33][CH:32]=[C:31]5[CH:30]=[CH:29][C:28]4=[CH:27][CH:26]=2)[CH:13]=[C:14]([CH2:16][O:17][C:41]([C:58]2[CH:63]=[CH:62][CH:61]=[CH:60][CH:59]=2)([C:50]2[CH:57]=[CH:56][C:53]([O:54][CH3:55])=[CH:52][CH:51]=2)[C:42]2[CH:49]=[CH:48][C:45]([O:46][CH3:47])=[CH:44][CH:43]=2)[CH:15]=1. The catalyst class is: 5. (8) Reactant: C(OC(=O)[NH:7][CH2:8][C:9]1[CH:14]=[CH:13][C:12]([C:15](=[O:31])[NH:16][C:17]2[CH:22]=[CH:21][C:20]([CH2:23][N:24]([CH2:28][CH2:29][CH3:30])[CH2:25][CH2:26][CH3:27])=[CH:19][CH:18]=2)=[CH:11][CH:10]=1)(C)(C)C.Cl.O1CCOCC1. Product: [NH2:7][CH2:8][C:9]1[CH:10]=[CH:11][C:12]([C:15]([NH:16][C:17]2[CH:22]=[CH:21][C:20]([CH2:23][N:24]([CH2:28][CH2:29][CH3:30])[CH2:25][CH2:26][CH3:27])=[CH:19][CH:18]=2)=[O:31])=[CH:13][CH:14]=1. The catalyst class is: 5.